From a dataset of Forward reaction prediction with 1.9M reactions from USPTO patents (1976-2016). Predict the product of the given reaction. (1) Given the reactants [NH:1]1[CH2:6][CH2:5][CH:4]([OH:7])[CH2:3][CH2:2]1.C(=O)([O-])[O-].[Na+].[Na+].Br[CH2:15][CH2:16][OH:17], predict the reaction product. The product is: [OH:17][CH2:16][CH2:15][N:1]1[CH2:6][CH2:5][CH:4]([OH:7])[CH2:3][CH2:2]1. (2) Given the reactants [Cl:1][C:2]1[CH:3]=[CH:4][C:5]([OH:17])=[C:6]([NH:8][C:9]2[S:10][CH:11]=[C:12]([C:14]([OH:16])=[O:15])[N:13]=2)[CH:7]=1.S(=O)(=O)(O)O.[CH2:23](O)[CH3:24], predict the reaction product. The product is: [Cl:1][C:2]1[CH:3]=[CH:4][C:5]([OH:17])=[C:6]([NH:8][C:9]2[S:10][CH:11]=[C:12]([C:14]([O:16][CH2:23][CH3:24])=[O:15])[N:13]=2)[CH:7]=1.